This data is from Full USPTO retrosynthesis dataset with 1.9M reactions from patents (1976-2016). The task is: Predict the reactants needed to synthesize the given product. (1) Given the product [C:26]([O:13][CH2:12][CH2:11][S:10][C:7]([C:1]1[CH:6]=[CH:5][CH:4]=[CH:3][CH:2]=1)([CH3:9])[CH3:8])(=[O:29])[CH:27]=[CH2:28], predict the reactants needed to synthesize it. The reactants are: [C:1]1([C:7]([S:10][CH2:11][CH2:12][OH:13])([CH3:9])[CH3:8])[CH:6]=[CH:5][CH:4]=[CH:3][CH:2]=1.ClCCl.CCN(C(C)C)C(C)C.[C:26](Cl)(=[O:29])[CH:27]=[CH2:28]. (2) Given the product [CH3:34][C:33]([CH3:36])([CH3:35])[CH2:32][NH:31][C:26]1[CH:25]=[C:24]([C:13]2[C:14]3[C:19](=[CH:18][CH:17]=[CH:16][CH:15]=3)[N:11]([S:8]([C:5]3[CH:6]=[CH:7][C:2]([CH3:1])=[CH:3][CH:4]=3)(=[O:10])=[O:9])[CH:12]=2)[N:29]=[C:28]([NH2:30])[N:27]=1, predict the reactants needed to synthesize it. The reactants are: [CH3:1][C:2]1[CH:7]=[CH:6][C:5]([S:8]([N:11]2[C:19]3[C:14](=[CH:15][CH:16]=[CH:17][CH:18]=3)[C:13](B(O)O)=[CH:12]2)(=[O:10])=[O:9])=[CH:4][CH:3]=1.Cl[C:24]1[N:29]=[C:28]([NH2:30])[N:27]=[C:26]([NH:31][CH2:32][C:33]([CH3:36])([CH3:35])[CH3:34])[CH:25]=1. (3) Given the product [ClH:23].[CH3:26][O:27][CH2:28][CH2:29][N:30]([CH3:38])[C:31]1[N:32]=[CH:33][C:34]([NH:37][C:17]([C:4]2[N:3]([CH2:1][CH3:2])[C:11]3[C:6]([CH:5]=2)=[CH:7][C:8]([O:12][C:13]([F:14])([F:15])[F:16])=[CH:9][CH:10]=3)=[O:19])=[CH:35][CH:36]=1, predict the reactants needed to synthesize it. The reactants are: [CH2:1]([N:3]1[C:11]2[C:6](=[CH:7][C:8]([O:12][C:13]([F:16])([F:15])[F:14])=[CH:9][CH:10]=2)[CH:5]=[C:4]1[C:17]([OH:19])=O)[CH3:2].C(Cl)(=O)C([Cl:23])=O.[CH3:26][O:27][CH2:28][CH2:29][N:30]([CH3:38])[C:31]1[CH:36]=[CH:35][C:34]([NH2:37])=[CH:33][N:32]=1.C(N(CC)CC)C. (4) Given the product [CH:24]1([CH2:29][N:2]([CH2:51][CH:50]2[CH2:32][CH2:31][CH2:53][CH2:49]2)[C@@H:3]2[CH2:8][O:7][C@@H:6]([CH2:9][C:10]([O:12][CH3:13])=[O:11])[CH2:5][C@H:4]2[C:14]2[CH:19]=[CH:18][C:17]([C:20]([F:23])([F:21])[F:22])=[CH:16][CH:15]=2)[CH2:28][CH2:27][CH2:26][CH2:25]1, predict the reactants needed to synthesize it. The reactants are: Cl.[NH2:2][C@@H:3]1[CH2:8][O:7][C@@H:6]([CH2:9][C:10]([O:12][CH3:13])=[O:11])[CH2:5][C@H:4]1[C:14]1[CH:19]=[CH:18][C:17]([C:20]([F:23])([F:22])[F:21])=[CH:16][CH:15]=1.[CH:24]1([CH:29]=O)[CH2:28][CH2:27][CH2:26][CH2:25]1.[CH3:31][C:32](O)=O.C(O[BH-](OC(=O)C)OC(=O)C)(=O)C.[Na+].[CH2:49]1[CH2:53]O[CH2:51][CH2:50]1.